This data is from Forward reaction prediction with 1.9M reactions from USPTO patents (1976-2016). The task is: Predict the product of the given reaction. (1) Given the reactants [CH3:1][CH2:2][CH2:3][CH2:4][C:5]([N:7]([C@H:26]([C:30]([OH:32])=[O:31])[CH:27]([CH3:29])[CH3:28])[CH2:8][C:9]1[CH:10]=[CH:11][C:12]([C:15]2[CH:16]=[CH:17][CH:18]=[CH:19][C:20]=2[C:21]2[NH:22][N:23]=[N:24][N:25]=2)=[CH:13][CH:14]=1)=[O:6].COC(=O)[C@H](C(C)C)NC[C:39]1[CH:44]=[CH:43][C:42]([C:39]2[CH:44]=[CH:43][CH:42]=[CH:41][C:40]=2C#N)=[CH:41][CH:40]=1.N1C(C2C=CC=CC=2C2C=CC(CN[C@H](C(O)=O)C(C)C)=CC=2)=NN=N1.[N-]=[N+]=[N-].C1(CCCCC(O)=[S:97])C=CC=CC=1, predict the reaction product. The product is: [C:39]1([S:97][CH2:1][CH2:2][CH2:3][CH2:4][C:5]([N:7]([CH2:8][C:9]2[CH:14]=[CH:13][C:12]([C:15]3[CH:16]=[CH:17][CH:18]=[CH:19][C:20]=3[C:21]3[NH:25][N:24]=[N:23][N:22]=3)=[CH:11][CH:10]=2)[C@H:26]([C:30]([OH:32])=[O:31])[CH:27]([CH3:29])[CH3:28])=[O:6])[CH:44]=[CH:43][CH:42]=[CH:41][CH:40]=1. (2) The product is: [Cl:1][C:2]1[CH:3]=[CH:4][C:5]([O:12][C:13]([F:16])([F:15])[F:14])=[C:6]([S:8]([NH:31][C:27]2[CH:28]=[N:29][CH:30]=[C:25]([C:22]3[CH:21]=[CH:20][C:19]([O:18][CH3:17])=[CH:24][CH:23]=3)[CH:26]=2)(=[O:10])=[O:9])[CH:7]=1. Given the reactants [Cl:1][C:2]1[CH:3]=[CH:4][C:5]([O:12][C:13]([F:16])([F:15])[F:14])=[C:6]([S:8](Cl)(=[O:10])=[O:9])[CH:7]=1.[CH3:17][O:18][C:19]1[CH:24]=[CH:23][C:22]([C:25]2[CH:26]=[C:27]([NH2:31])[CH:28]=[N:29][CH:30]=2)=[CH:21][CH:20]=1, predict the reaction product. (3) Given the reactants [Cl:1][C:2]1[N:7]=[C:6]([NH:8][C:9]2[CH:10]=[C:11]3[C:15](=[CH:16][CH:17]=2)[NH:14][N:13]=[CH:12]3)[CH:5]=[C:4]([N:18]2[CH2:23][CH2:22][N:21]([CH3:24])[CH2:20][CH2:19]2)[N:3]=1.[CH3:25][C:26]([O:29][C:30](O[C:30]([O:29][C:26]([CH3:28])([CH3:27])[CH3:25])=[O:31])=[O:31])([CH3:28])[CH3:27], predict the reaction product. The product is: [C:26]([O:29][C:30]([N:8]([C:6]1[CH:5]=[C:4]([N:18]2[CH2:19][CH2:20][N:21]([CH3:24])[CH2:22][CH2:23]2)[N:3]=[C:2]([Cl:1])[N:7]=1)[C:9]1[CH:10]=[C:11]2[C:15](=[CH:16][CH:17]=1)[N:14]([C:30]([O:29][C:26]([CH3:28])([CH3:27])[CH3:25])=[O:31])[N:13]=[CH:12]2)=[O:31])([CH3:28])([CH3:27])[CH3:25].